This data is from Forward reaction prediction with 1.9M reactions from USPTO patents (1976-2016). The task is: Predict the product of the given reaction. (1) The product is: [Br:54][C:2]1[S:1][C:5]([C:6]2[CH:7]=[C:8]([NH:23][C:24](=[O:26])[CH3:25])[CH:9]=[C:10]([NH:12][C:13]3[N:18]=[C:17]([C:19]([F:20])([F:21])[F:22])[CH:16]=[CH:15][N:14]=3)[CH:11]=2)=[CH:4][N:3]=1. Given the reactants [S:1]1[C:5]([C:6]2[CH:7]=[C:8]([NH:23][C:24](=[O:26])[CH3:25])[CH:9]=[C:10]([NH:12][C:13]3[N:18]=[C:17]([C:19]([F:22])([F:21])[F:20])[CH:16]=[CH:15][N:14]=3)[CH:11]=2)=[CH:4][N:3]=[CH:2]1.[Li+].CC([N-]C(C)C)C.[Li]CCCC.C(NC(C)C)(C)C.C1C(=O)N([Br:54])C(=O)C1, predict the reaction product. (2) Given the reactants [I:1][C:2]1[CH:9]=[CH:8][CH:7]=[CH:6][C:3]=1[CH2:4][OH:5], predict the reaction product. The product is: [I:1][C:2]1[CH:9]=[CH:8][CH:7]=[CH:6][C:3]=1[CH:4]=[O:5]. (3) Given the reactants [NH:1]1[CH2:6][CH2:5][O:4][CH2:3][CH2:2]1.C[Al](C)C.C[O:12][C:13](=O)[C:14]1[CH:19]=[CH:18][C:17]([C:20]([N:22]2[CH2:27][CH2:26][CH2:25][CH:24]([C:28]3[CH:37]=[CH:36][C:35]4[CH2:34][CH2:33][CH2:32][CH:31]([N:38]5[CH2:43][CH2:42][N:41]([CH3:44])[CH2:40][CH2:39]5)[C:30]=4[CH:29]=3)[CH2:23]2)=[O:21])=[CH:16][CH:15]=1, predict the reaction product. The product is: [CH3:44][N:41]1[CH2:40][CH2:39][N:38]([CH:31]2[C:30]3[CH:29]=[C:28]([CH:24]4[CH2:25][CH2:26][CH2:27][N:22]([C:20]([C:17]5[CH:18]=[CH:19][C:14]([C:13]([N:1]6[CH2:6][CH2:5][O:4][CH2:3][CH2:2]6)=[O:12])=[CH:15][CH:16]=5)=[O:21])[CH2:23]4)[CH:37]=[CH:36][C:35]=3[CH2:34][CH2:33][CH2:32]2)[CH2:43][CH2:42]1.